Dataset: CYP1A2 inhibition data for predicting drug metabolism from PubChem BioAssay. Task: Regression/Classification. Given a drug SMILES string, predict its absorption, distribution, metabolism, or excretion properties. Task type varies by dataset: regression for continuous measurements (e.g., permeability, clearance, half-life) or binary classification for categorical outcomes (e.g., BBB penetration, CYP inhibition). Dataset: cyp1a2_veith. (1) The molecule is COc1ccc(C(=O)c2ccccc2O)c(O)c1. The result is 1 (inhibitor). (2) The drug is COc1cc(/C=C/C(=O)O)cc(S(=O)(=O)NCCCO)c1OC. The result is 0 (non-inhibitor). (3) The compound is O=C(O)C/C=C\CC(=O)O. The result is 0 (non-inhibitor). (4) The drug is Cc1noc(C)c1-c1ccc2ncnc(Nc3ccc(F)cc3)c2c1. The result is 1 (inhibitor). (5) The molecule is CC1=C(C(=O)O)N2C(=O)[C@@H](NC(=O)[C@@H](N)c3ccccc3)[C@@H]2SC1. The result is 0 (non-inhibitor). (6) The compound is Cc1cnc(NC(=O)CCCc2nc3ccccc3s2)s1. The result is 1 (inhibitor).